This data is from Forward reaction prediction with 1.9M reactions from USPTO patents (1976-2016). The task is: Predict the product of the given reaction. (1) Given the reactants [C:1]([C:3]1[C:11]2[C:10]3[CH:12]=[CH:13][CH:14]=[CH:15][C:9]=3[S:8][C:7]=2[CH:6]=[CH:5][C:4]=1[NH:16][C:17](=[O:22])[C:18]([CH3:21])([CH3:20])[CH3:19])#[N:2].C(O)(=[O:25])C.OO.[OH2:29], predict the reaction product. The product is: [C:1]([C:3]1[C:11]2[C:10]3[CH:12]=[CH:13][CH:14]=[CH:15][C:9]=3[S:8](=[O:25])(=[O:29])[C:7]=2[CH:6]=[CH:5][C:4]=1[NH:16][C:17](=[O:22])[C:18]([CH3:19])([CH3:21])[CH3:20])#[N:2]. (2) The product is: [CH3:1][O:2][C:3]([CH:5]1[CH2:8][N:7]([CH2:9][C:10]2[CH:19]=[C:18]([Br:35])[C:17]3[C:12](=[CH:13][CH:14]=[C:15]([O:24][C@H:25]4[CH2:30][CH2:29][C@H:28]([C:31]([CH3:34])([CH3:33])[CH3:32])[CH2:27][CH2:26]4)[CH:16]=3)[N:11]=2)[CH2:6]1)=[O:4]. Given the reactants [CH3:1][O:2][C:3]([CH:5]1[CH2:8][N:7]([CH2:9][C:10]2[CH:19]=[C:18](C(F)(F)F)[C:17]3[C:12](=[CH:13][CH:14]=[C:15]([O:24][C@H:25]4[CH2:30][CH2:29][C@H:28]([C:31]([CH3:34])([CH3:33])[CH3:32])[CH2:27][CH2:26]4)[CH:16]=3)[N:11]=2)[CH2:6]1)=[O:4].[Br:35]C1C2C(=CC=C(O[C@H]3CC[C@H](C(C)(C)C)CC3)C=2)N=C(C=O)C=1, predict the reaction product. (3) Given the reactants Cl.[O:2]=[C:3]1[C:11]2[C:6](=[CH:7][CH:8]=[CH:9][CH:10]=2)[C:5](=[O:12])[N:4]1[CH2:13][CH2:14][C:15]1[CH:22]=[CH:21][C:18]([C:19]#[N:20])=[CH:17][CH:16]=1.[CH2:23](N)[CH2:24][NH2:25], predict the reaction product. The product is: [NH:20]1[CH2:23][CH2:24][N:25]=[C:19]1[C:18]1[CH:17]=[CH:16][C:15]([CH2:14][CH2:13][N:4]2[C:3](=[O:2])[C:11]3[C:6](=[CH:7][CH:8]=[CH:9][CH:10]=3)[C:5]2=[O:12])=[CH:22][CH:21]=1. (4) Given the reactants Br[C:2]1[C:3]([O:8][CH:9]2[CH2:14][CH2:13][S:12](=[O:16])(=[O:15])[CH2:11][CH2:10]2)=[N:4][CH:5]=[CH:6][CH:7]=1.[F:17][C:18]1[CH:23]=[C:22](B2OC(C)(C)C(C)(C)O2)[CH:21]=[CH:20][C:19]=1[C:33]1[CH:34]=[N:35][C:36]([NH2:39])=[N:37][CH:38]=1, predict the reaction product. The product is: [O:15]=[S:12]1(=[O:16])[CH2:13][CH2:14][CH:9]([O:8][C:3]2[C:2]([C:22]3[CH:21]=[CH:20][C:19]([C:33]4[CH:38]=[N:37][C:36]([NH2:39])=[N:35][CH:34]=4)=[C:18]([F:17])[CH:23]=3)=[CH:7][CH:6]=[CH:5][N:4]=2)[CH2:10][CH2:11]1. (5) Given the reactants [CH2:1]([O:8][C@@H:9]([CH3:14])[CH2:10][C:11]([OH:13])=O)[C:2]1[CH:7]=[CH:6][CH:5]=[CH:4][CH:3]=1.Cl.[CH3:16][NH:17][O:18][CH3:19].C(N(CC)CC)C.ON1C2C=CC=CC=2N=N1.Cl.C(N=C=NCCCN(C)C)C, predict the reaction product. The product is: [CH2:1]([O:8][C@@H:9]([CH3:14])[CH2:10][C:11]([N:17]([O:18][CH3:19])[CH3:16])=[O:13])[C:2]1[CH:3]=[CH:4][CH:5]=[CH:6][CH:7]=1. (6) Given the reactants [Br:1][C:2]1[CH:7]=[CH:6][C:5]([CH2:8][C:9]([OH:11])=O)=[CH:4][CH:3]=1.[NH:12]1[CH2:17][CH2:16][O:15][CH2:14][CH2:13]1.CCN=C=NCCCN(C)C.C1C=CC2N(O)N=NC=2C=1.CCN(C(C)C)C(C)C, predict the reaction product. The product is: [Br:1][C:2]1[CH:3]=[CH:4][C:5]([CH2:8][C:9]([N:12]2[CH2:17][CH2:16][O:15][CH2:14][CH2:13]2)=[O:11])=[CH:6][CH:7]=1. (7) Given the reactants [N:1]1[CH:6]=[CH:5][CH:4]=[CH:3][C:2]=1[N:7]1[CH2:12][CH2:11][NH:10][CH2:9][CH2:8]1.FC1C=CC(N2CCNCC2)=CC=1.[CH:26]1([CH2:29][CH2:30][NH:31][C:32]([C:34]2[N:35]=[N:36][C:37](Cl)=[CH:38][CH:39]=2)=[O:33])[CH2:28][CH2:27]1, predict the reaction product. The product is: [CH:26]1([CH2:29][CH2:30][NH:31][C:32]([C:34]2[N:35]=[N:36][C:37]([N:10]3[CH2:9][CH2:8][N:7]([C:2]4[CH:3]=[CH:4][CH:5]=[CH:6][N:1]=4)[CH2:12][CH2:11]3)=[CH:38][CH:39]=2)=[O:33])[CH2:28][CH2:27]1.